This data is from Peptide-MHC class II binding affinity with 134,281 pairs from IEDB. The task is: Regression. Given a peptide amino acid sequence and an MHC pseudo amino acid sequence, predict their binding affinity value. This is MHC class II binding data. (1) The peptide sequence is LTQPLQQLTSLFSQV. The MHC is DRB4_0101 with pseudo-sequence DRB4_0103. The binding affinity (normalized) is 0.461. (2) The peptide sequence is ATAGTTVYGAY. The MHC is HLA-DQA10401-DQB10402 with pseudo-sequence HLA-DQA10401-DQB10402. The binding affinity (normalized) is 0.120. (3) The MHC is H-2-IAd with pseudo-sequence H-2-IAd. The peptide sequence is IAYLVGSNMTQRVVI. The binding affinity (normalized) is 0.450. (4) The peptide sequence is DNEAYEMPSEEGYQD. The MHC is HLA-DQA10101-DQB10501 with pseudo-sequence HLA-DQA10101-DQB10501. The binding affinity (normalized) is 0.821.